This data is from Reaction yield outcomes from USPTO patents with 853,638 reactions. The task is: Predict the reaction yield, written as a fraction of the theoretical maximum amount of product (1.0 means a 100% yield; for example, 0.34 means a 34% yield). (1) The reactants are C([O:3][C:4]([C:6]1([C:11]2[CH:16]=[CH:15][CH:14]=[C:13]([Br:17])[CH:12]=2)[CH2:10][CH2:9][CH2:8][CH2:7]1)=[O:5])C.[OH-].[Li+].C1COCC1.CO. The catalyst is O. The product is [Br:17][C:13]1[CH:12]=[C:11]([C:6]2([C:4]([OH:5])=[O:3])[CH2:10][CH2:9][CH2:8][CH2:7]2)[CH:16]=[CH:15][CH:14]=1. The yield is 0.806. (2) The reactants are [CH3:1][NH:2][C:3]1[CH:4]=[C:5]([C:9]2[CH:14]=[CH:13][C:12]([CH2:15][CH:16]3[S:20][C:19](=[O:21])[NH:18][C:17]3=[O:22])=[CH:11][CH:10]=2)[CH:6]=[CH:7][CH:8]=1.[CH2:23]([O:29][C:30]1[CH:35]=[CH:34][C:33]([N:36]=[C:37]=[O:38])=[CH:32][CH:31]=1)[CH2:24][CH2:25][CH2:26][CH2:27][CH3:28].Cl. The catalyst is ClCCl. The product is [O:21]=[C:19]1[NH:18][C:17](=[O:22])[CH:16]([CH2:15][C:12]2[CH:11]=[CH:10][C:9]([C:5]3[CH:6]=[CH:7][CH:8]=[C:3]([N:2]([CH3:1])[C:37]([NH:36][C:33]4[CH:32]=[CH:31][C:30]([O:29][CH2:23][CH2:24][CH2:25][CH2:26][CH2:27][CH3:28])=[CH:35][CH:34]=4)=[O:38])[CH:4]=3)=[CH:14][CH:13]=2)[S:20]1. The yield is 0.680. (3) The reactants are [CH2:1]([N:5]([C:18]1[CH:23]=[CH:22][CH:21]=[CH:20][C:19]=1[C:24]([F:27])([F:26])[F:25])[S:6]([C:9]1[CH:14]=[CH:13][C:12]([N+:15]([O-])=O)=[CH:11][CH:10]=1)(=[O:8])=[O:7])[CH:2]([CH3:4])[CH3:3].[Cl-].[NH4+]. The catalyst is CCO.O.[Fe]. The product is [NH2:15][C:12]1[CH:13]=[CH:14][C:9]([S:6]([N:5]([CH2:1][CH:2]([CH3:4])[CH3:3])[C:18]2[CH:23]=[CH:22][CH:21]=[CH:20][C:19]=2[C:24]([F:27])([F:25])[F:26])(=[O:8])=[O:7])=[CH:10][CH:11]=1. The yield is 0.980. (4) The reactants are [CH3:1][C:2]1[CH:3]=[C:4]([CH:23]=[C:24]([CH3:26])[CH:25]=1)[O:5][C:6]1[CH:13]=[CH:12][C:9]([C:10]#[N:11])=[CH:8][C:7]=1[S:14]([N:17]1[CH2:22][CH2:21][NH:20][CH2:19][CH2:18]1)(=[O:16])=[O:15].[F:27][C:28]([F:40])([F:39])[C:29]1[CH:34]=[CH:33][C:32]([S:35](Cl)(=[O:37])=[O:36])=[CH:31][CH:30]=1.C(N(CC)CC)C. The catalyst is C(Cl)Cl. The product is [CH3:26][C:24]1[CH:23]=[C:4]([CH:3]=[C:2]([CH3:1])[CH:25]=1)[O:5][C:6]1[CH:13]=[CH:12][C:9]([C:10]#[N:11])=[CH:8][C:7]=1[S:14]([N:17]1[CH2:22][CH2:21][N:20]([S:35]([C:32]2[CH:31]=[CH:30][C:29]([C:28]([F:27])([F:39])[F:40])=[CH:34][CH:33]=2)(=[O:37])=[O:36])[CH2:19][CH2:18]1)(=[O:16])=[O:15]. The yield is 0.422. (5) The yield is 0.798. No catalyst specified. The reactants are [NH2:1][C:2]1[CH:7]=[C:6]([O:8][C:9]2[CH:14]=[CH:13][C:12]([NH:15][C:16]([C:18]3([C:21]([NH:23][C:24]4[CH:29]=[CH:28][C:27]([F:30])=[CH:26][CH:25]=4)=[O:22])[CH2:20][CH2:19]3)=[O:17])=[C:11]([F:31])[CH:10]=2)[CH:5]=[CH:4][N:3]=1.C([N:34]([CH2:37]C)CC)C.ClC([O:42][C:43]1[CH:48]=CC=[CH:45][CH:44]=1)=O.[O:49]1CCCC1. The product is [F:31][C:11]1[CH:10]=[C:9]([O:8][C:6]2[CH:5]=[CH:4][N:3]=[C:2]([NH:1][C:37]([N:34]3[CH2:45][CH2:44][C@H:43]([OH:42])[CH2:48]3)=[O:49])[CH:7]=2)[CH:14]=[CH:13][C:12]=1[NH:15][C:16]([C:18]1([C:21]([NH:23][C:24]2[CH:25]=[CH:26][C:27]([F:30])=[CH:28][CH:29]=2)=[O:22])[CH2:20][CH2:19]1)=[O:17].